From a dataset of Catalyst prediction with 721,799 reactions and 888 catalyst types from USPTO. Predict which catalyst facilitates the given reaction. (1) Reactant: [N+:1]([C:4]1[CH:12]=[C:11]2[C:7]([CH2:8][CH2:9][C:10]2=[O:13])=[CH:6][C:5]=1[NH:14]C(=O)C)([O-:3])=[O:2].CCO. Product: [NH2:14][C:5]1[CH:6]=[C:7]2[C:11](=[CH:12][C:4]=1[N+:1]([O-:3])=[O:2])[C:10](=[O:13])[CH2:9][CH2:8]2. The catalyst class is: 33. (2) Reactant: Cl[C:2]1[N:10]=[C:9]2[C:5]([N:6]([CH2:22][C:23]3[CH:28]=[CH:27][C:26]([Cl:29])=[CH:25][CH:24]=3)[C:7]([C:11]3[CH:20]=[C:19]([CH3:21])[CH:18]=[CH:17][C:12]=3[O:13][CH2:14][CH2:15][OH:16])=[N:8]2)=[C:4]([NH:30][C@@H:31]([CH:33]2[CH2:35][CH2:34]2)[CH3:32])[N:3]=1.C[C:37]([N:39](C)C)=O. Product: [Cl:29][C:26]1[CH:25]=[CH:24][C:23]([CH2:22][N:6]2[C:5]3[C:9](=[N:10][C:2]([C:37]#[N:39])=[N:3][C:4]=3[NH:30][C@@H:31]([CH:33]3[CH2:35][CH2:34]3)[CH3:32])[N:8]=[C:7]2[C:11]2[CH:20]=[C:19]([CH3:21])[CH:18]=[CH:17][C:12]=2[O:13][CH2:14][CH2:15][OH:16])=[CH:28][CH:27]=1. The catalyst class is: 267. (3) Reactant: [Br:1][C:2]1[CH:7]=[C:6]([CH:8]2[CH2:13][CH2:12][CH:11]([CH:14]3[CH2:19][CH2:18][CH:17]([CH2:20][CH2:21][CH3:22])[CH2:16][CH2:15]3)[CH2:10][CH2:9]2)[CH:5]=[CH:4][C:3]=1O.[C:24](=[O:27])([O-])[O-].[K+].[K+].[CH2:30](Cl)[C:31]1[CH:36]=[CH:35][CH:34]=[CH:33][CH:32]=1.CN(C=O)C. Product: [Br:1][C:2]1[CH:7]=[C:6]([CH:8]2[CH2:9][CH2:10][CH:11]([CH:14]3[CH2:15][CH2:16][CH:17]([CH2:20][CH2:21][CH3:22])[CH2:18][CH2:19]3)[CH2:12][CH2:13]2)[CH:5]=[CH:4][C:3]=1[CH:30]([O:27][CH:24]([C:3]1[CH:4]=[CH:5][C:6]([CH:8]2[CH2:9][CH2:10][CH:11]([CH:14]3[CH2:19][CH2:18][CH:17]([CH2:20][CH2:21][CH3:22])[CH2:16][CH2:15]3)[CH2:12][CH2:13]2)=[CH:7][C:2]=1[Br:1])[C:2]1[CH:7]=[CH:6][CH:5]=[CH:4][CH:3]=1)[C:31]1[CH:36]=[CH:35][CH:34]=[CH:33][CH:32]=1. The catalyst class is: 568. (4) Reactant: [Li]CCCC.CCCCCC.[CH2:12]([C@H:19]1[CH2:23][O:22][C:21](=[O:24])[NH:20]1)[C:13]1[CH:18]=[CH:17][CH:16]=[CH:15][CH:14]=1.[C:25](Cl)(=[O:30])[CH2:26][CH2:27][CH:28]=[CH2:29]. Product: [CH2:12]([C@H:19]1[CH2:23][O:22][C:21](=[O:24])[N:20]1[C:25](=[O:30])[CH2:26][CH2:27][CH:28]=[CH2:29])[C:13]1[CH:14]=[CH:15][CH:16]=[CH:17][CH:18]=1. The catalyst class is: 1. (5) Product: [CH3:32][O:31][C:27]1[C:25]2[NH:26][C:22]([NH:18][C:17]3[CH:16]=[CH:15][C:14]([O:13][C:8]4[C:7]([CH:4]5[CH2:3][CH2:2][O:1][CH2:6][CH2:5]5)=[CH:12][CH:11]=[CH:10][N:9]=4)=[CH:20][CH:19]=3)=[N:23][C:24]=2[CH:30]=[CH:29][CH:28]=1. The catalyst class is: 378. Reactant: [O:1]1[CH2:6][CH2:5][CH:4]([C:7]2[C:8]([O:13][C:14]3[CH:20]=[CH:19][C:17]([NH2:18])=[CH:16][CH:15]=3)=[N:9][CH:10]=[CH:11][CH:12]=2)[CH2:3][CH2:2]1.Cl[C:22]1[NH:26][C:25]2[C:27]([O:31][CH3:32])=[CH:28][CH:29]=[CH:30][C:24]=2[N:23]=1. (6) Reactant: [C:1]([O:10][CH3:11])(=[O:9])[C:2]1[C:3](=[CH:5][CH:6]=[CH:7][CH:8]=1)[NH2:4].N1C=CC=CC=1.[N+:18]([C:21]1[CH:29]=[CH:28][CH:27]=[CH:26][C:22]=1[C:23](Cl)=[O:24])([O-:20])=[O:19]. Product: [CH3:11][O:10][C:1](=[O:9])[C:2]1[CH:8]=[CH:7][CH:6]=[CH:5][C:3]=1[NH:4][C:23](=[O:24])[C:22]1[CH:26]=[CH:27][CH:28]=[CH:29][C:21]=1[N+:18]([O-:20])=[O:19]. The catalyst class is: 2.